This data is from Full USPTO retrosynthesis dataset with 1.9M reactions from patents (1976-2016). The task is: Predict the reactants needed to synthesize the given product. (1) Given the product [Cl:20][C:16]1[CH:15]=[C:14]([S:11]([NH:10][C:8](=[O:9])[NH:7][C:5]2[S:6][C:2]([S:22][CH3:21])=[CH:3][N:4]=2)(=[O:13])=[O:12])[CH:19]=[CH:18][CH:17]=1, predict the reactants needed to synthesize it. The reactants are: Br[C:2]1[S:6][C:5]([NH:7][C:8]([NH:10][S:11]([C:14]2[CH:19]=[CH:18][CH:17]=[C:16]([Cl:20])[CH:15]=2)(=[O:13])=[O:12])=[O:9])=[N:4][CH:3]=1.[CH3:21][S:22](C)=O. (2) The reactants are: [F:1][C:2]1[C:10]([O:11][CH3:12])=[CH:9][CH:8]=[CH:7][C:3]=1[C:4]([OH:6])=O.[F:13][C:14]1([F:29])[CH2:19][CH2:18][C:17]([CH2:27][NH2:28])([C:20]2[CH:21]=[N:22][C:23]([F:26])=[CH:24][CH:25]=2)[CH2:16][CH2:15]1. Given the product [F:29][C:14]1([F:13])[CH2:15][CH2:16][C:17]([CH2:27][NH:28][C:4](=[O:6])[C:3]2[CH:7]=[CH:8][CH:9]=[C:10]([O:11][CH3:12])[C:2]=2[F:1])([C:20]2[CH:21]=[N:22][C:23]([F:26])=[CH:24][CH:25]=2)[CH2:18][CH2:19]1, predict the reactants needed to synthesize it. (3) Given the product [CH2:11]([C:9]1[N:8]([C:13]2[CH:14]=[CH:15][C:16]([CH2:19][CH2:20][NH:21][C:22]([NH:24][S:25]([C:28]3[CH:33]=[CH:32][C:31]([CH3:34])=[CH:30][CH:29]=3)(=[O:26])=[O:27])=[O:23])=[CH:17][CH:18]=2)[C:7]2[CH:35]=[CH:36][C:4]([C:1]([OH:3])([CH3:37])[CH3:2])=[CH:5][C:6]=2[N:10]=1)[CH3:12], predict the reactants needed to synthesize it. The reactants are: [C:1]([C:4]1[CH:36]=[CH:35][C:7]2[N:8]([C:13]3[CH:18]=[CH:17][C:16]([CH2:19][CH2:20][NH:21][C:22]([NH:24][S:25]([C:28]4[CH:33]=[CH:32][C:31]([CH3:34])=[CH:30][CH:29]=4)(=[O:27])=[O:26])=[O:23])=[CH:15][CH:14]=3)[C:9]([CH2:11][CH3:12])=[N:10][C:6]=2[CH:5]=1)(=[O:3])[CH3:2].[CH3:37][Mg]I.O. (4) Given the product [C:49]([O:53][C:54](=[O:69])[NH:55][CH:56]1[CH:60]([C:61]2[CH:66]=[CH:65][C:64]([Cl:67])=[C:63]([Cl:68])[CH:62]=2)[CH2:59][N:58]([C:13]([CH:10]2[CH2:9][CH2:8][N:7]([C:5]([C:2]3([CH3:1])[CH2:3][CH2:4]3)=[O:6])[CH2:12][CH2:11]2)=[O:15])[CH2:57]1)([CH3:52])([CH3:50])[CH3:51], predict the reactants needed to synthesize it. The reactants are: [CH3:1][C:2]1([C:5]([N:7]2[CH2:12][CH2:11][CH:10]([C:13]([OH:15])=O)[CH2:9][CH2:8]2)=[O:6])[CH2:4][CH2:3]1.F[P-](F)(F)(F)(F)F.N1(OC(N(C)C)=[N+](C)C)C2N=CC=CC=2N=N1.C(N(CC)C(C)C)(C)C.[C:49]([O:53][C:54](=[O:69])[NH:55][CH:56]1[CH:60]([C:61]2[CH:66]=[CH:65][C:64]([Cl:67])=[C:63]([Cl:68])[CH:62]=2)[CH2:59][NH:58][CH2:57]1)([CH3:52])([CH3:51])[CH3:50]. (5) Given the product [ClH:28].[NH:8]1[CH2:11][CH:10]([C:12]2[CH:17]=[C:16]([N:18]3[C:19]([CH3:30])([CH3:29])[C:20]4[C:25](=[CH:24][CH:23]=[C:22]([Cl:28])[CH:21]=4)[C:26]3=[O:27])[CH:15]=[N:14][CH:13]=2)[CH2:9]1, predict the reactants needed to synthesize it. The reactants are: C(OC([N:8]1[CH2:11][CH:10]([C:12]2[CH:13]=[N:14][CH:15]=[C:16]([N:18]3[C:26](=[O:27])[C:25]4[C:20](=[CH:21][C:22]([Cl:28])=[CH:23][CH:24]=4)[C:19]3([CH3:30])[CH3:29])[CH:17]=2)[CH2:9]1)=O)(C)(C)C.C(Cl)(C)=O.